Dataset: NCI-60 drug combinations with 297,098 pairs across 59 cell lines. Task: Regression. Given two drug SMILES strings and cell line genomic features, predict the synergy score measuring deviation from expected non-interaction effect. Drug 1: C1=CC=C(C=C1)NC(=O)CCCCCCC(=O)NO. Drug 2: CC1C(C(CC(O1)OC2CC(OC(C2O)C)OC3=CC4=CC5=C(C(=O)C(C(C5)C(C(=O)C(C(C)O)O)OC)OC6CC(C(C(O6)C)O)OC7CC(C(C(O7)C)O)OC8CC(C(C(O8)C)O)(C)O)C(=C4C(=C3C)O)O)O)O. Cell line: MALME-3M. Synergy scores: CSS=50.8, Synergy_ZIP=-6.53, Synergy_Bliss=-2.12, Synergy_Loewe=-6.22, Synergy_HSA=-1.22.